Dataset: Forward reaction prediction with 1.9M reactions from USPTO patents (1976-2016). Task: Predict the product of the given reaction. (1) Given the reactants [CH3:1][CH:2]([C:4]1[N:8]([CH2:9][CH2:10][C@@H:11]([OH:19])[CH2:12][C@@H:13]([OH:18])[CH2:14][C:15]([O-:17])=[O:16])[C:7]([C:20]2[CH:25]=[CH:24][C:23]([F:26])=[CH:22][CH:21]=2)=[C:6]([C:27]2[CH:32]=[CH:31][CH:30]=[CH:29][CH:28]=2)[C:5]=1[C:33]([NH:35][C:36]1[CH:41]=[CH:40][CH:39]=[CH:38][CH:37]=1)=[O:34])[CH3:3].[Na+].O.O.C([O-])(=O)C.[Ca+2:49].C([O-])(=O)C, predict the reaction product. The product is: [CH3:3][CH:2]([C:4]1[N:8]([CH2:9][CH2:10][C@@H:11]([OH:19])[CH2:12][C@@H:13]([OH:18])[CH2:14][C:15]([O-:17])=[O:16])[C:7]([C:20]2[CH:21]=[CH:22][C:23]([F:26])=[CH:24][CH:25]=2)=[C:6]([C:27]2[CH:28]=[CH:29][CH:30]=[CH:31][CH:32]=2)[C:5]=1[C:33]([NH:35][C:36]1[CH:37]=[CH:38][CH:39]=[CH:40][CH:41]=1)=[O:34])[CH3:1].[CH3:3][CH:2]([C:4]1[N:8]([CH2:9][CH2:10][C@@H:11]([OH:19])[CH2:12][C@@H:13]([OH:18])[CH2:14][C:15]([O-:17])=[O:16])[C:7]([C:20]2[CH:21]=[CH:22][C:23]([F:26])=[CH:24][CH:25]=2)=[C:6]([C:27]2[CH:28]=[CH:29][CH:30]=[CH:31][CH:32]=2)[C:5]=1[C:33]([NH:35][C:36]1[CH:37]=[CH:38][CH:39]=[CH:40][CH:41]=1)=[O:34])[CH3:1].[Ca+2:49]. (2) Given the reactants [NH:1]1[C:5]([C:6]2[CH:7]=[C:8]([CH:10]=[CH:11][CH:12]=2)[NH2:9])=[N:4][N:3]=[N:2]1.[NH:13]1[C:21]2[C:16](=[CH:17][C:18]([C:22](O)=[O:23])=[CH:19][CH:20]=2)[CH:15]=[N:14]1, predict the reaction product. The product is: [NH:4]1[C:5]([C:6]2[CH:7]=[C:8]([NH:9][C:22]([C:18]3[CH:17]=[C:16]4[C:21](=[CH:20][CH:19]=3)[NH:13][N:14]=[CH:15]4)=[O:23])[CH:10]=[CH:11][CH:12]=2)=[N:1][N:2]=[N:3]1. (3) The product is: [CH2:31]([O:33][C:34]([CH:36]1[CH2:41][CH2:40][N:39]([CH2:2][CH2:3][O:4][C:5]2[C:14]3[C:9](=[CH:10][CH:11]=[CH:12][CH:13]=3)[C:8]([NH:15][C:16](=[O:30])[C:17]3[CH:22]=[C:21]([N:23]4[CH2:28][CH2:27][CH2:26][CH2:25][CH2:24]4)[CH:20]=[C:19]([F:29])[CH:18]=3)=[CH:7][CH:6]=2)[CH2:38][CH2:37]1)=[O:35])[CH3:32]. Given the reactants Cl[CH2:2][CH2:3][O:4][C:5]1[C:14]2[C:9](=[CH:10][CH:11]=[CH:12][CH:13]=2)[C:8]([NH:15][C:16](=[O:30])[C:17]2[CH:22]=[C:21]([N:23]3[CH2:28][CH2:27][CH2:26][CH2:25][CH2:24]3)[CH:20]=[C:19]([F:29])[CH:18]=2)=[CH:7][CH:6]=1.[CH2:31]([O:33][C:34]([CH:36]1[CH2:41][CH2:40][NH:39][CH2:38][CH2:37]1)=[O:35])[CH3:32], predict the reaction product. (4) Given the reactants C(OC[N:10]1[C:18]2[C:17]([NH2:19])=[N:16][C:15]([CH2:20][CH2:21][CH2:22][CH3:23])=[N:14][C:13]=2[C:12]([C:24]#[C:25][CH2:26][CH2:27][CH2:28][N:29]2[CH2:34][CH2:33][N:32]([CH:35]([CH3:37])[CH3:36])[CH2:31][CH2:30]2)=[CH:11]1)C1C=CC=CC=1.[H][H], predict the reaction product. The product is: [CH2:20]([C:15]1[N:16]=[C:17]([NH2:19])[C:18]2[NH:10][CH:11]=[C:12]([CH2:24][CH2:25][CH2:26][CH2:27][CH2:28][N:29]3[CH2:30][CH2:31][N:32]([CH:35]([CH3:37])[CH3:36])[CH2:33][CH2:34]3)[C:13]=2[N:14]=1)[CH2:21][CH2:22][CH3:23]. (5) Given the reactants [CH3:1][O:2][C:3]1[CH:4]=[C:5]2[C:13](=[CH:14][CH:15]=1)[NH:12][C:11]1[C:10]3[CH:16]=[CH:17][CH:18]=[CH:19][C:9]=3[S:8][CH2:7][C:6]2=1.[CH2:20](I)[CH3:21], predict the reaction product. The product is: [CH2:20]([N:12]1[C:11]2[C:10]3[CH:16]=[CH:17][CH:18]=[CH:19][C:9]=3[S:8][CH2:7][C:6]=2[C:5]2[C:13]1=[CH:14][CH:15]=[C:3]([O:2][CH3:1])[CH:4]=2)[CH3:21].